This data is from Full USPTO retrosynthesis dataset with 1.9M reactions from patents (1976-2016). The task is: Predict the reactants needed to synthesize the given product. (1) Given the product [CH3:11][C:9]1[N:8]=[N:7][N:6]([CH2:5][C:4]([OH:12])=[O:3])[CH:10]=1, predict the reactants needed to synthesize it. The reactants are: C([O:3][C:4](=[O:12])[CH2:5][N:6]1[CH:10]=[C:9]([CH3:11])[N:8]=[N:7]1)C.CO.[OH-].[Li+].Cl. (2) Given the product [Br:19][C:20]1[CH:25]=[CH:24][C:23]([Cl:26])=[C:22]([O:27][C@H:28]2[CH2:29][CH2:30][C@@H:31]([OH:34])[CH2:32][CH2:33]2)[CH:21]=1, predict the reactants needed to synthesize it. The reactants are: [F-].C([N+](CCCC)(CCCC)CCCC)CCC.[Br:19][C:20]1[CH:25]=[CH:24][C:23]([Cl:26])=[C:22]([O:27][C@H:28]2[CH2:33][CH2:32][C@@H:31]([O:34][Si](C(C)(C)C)(C3C=CC=CC=3)C3C=CC=CC=3)[CH2:30][CH2:29]2)[CH:21]=1.O.